Dataset: Full USPTO retrosynthesis dataset with 1.9M reactions from patents (1976-2016). Task: Predict the reactants needed to synthesize the given product. (1) Given the product [CH2:5]([CH:7]1[CH2:15][C:14]2[C:9](=[CH:10][C:11]([F:16])=[CH:12][CH:13]=2)[NH:8]1)[CH3:6], predict the reactants needed to synthesize it. The reactants are: C([BH3-])#N.[Na+].[CH2:5]([C:7]1[NH:8][C:9]2[C:14]([CH:15]=1)=[CH:13][CH:12]=[C:11]([F:16])[CH:10]=2)[CH3:6]. (2) Given the product [NH2:11][CH:12]([CH:17]1[CH2:22][CH2:21][CH:20]([C:23]([F:24])([F:25])[F:26])[CH2:19][CH2:18]1)[C:13]([O:15][CH3:16])=[O:14], predict the reactants needed to synthesize it. The reactants are: C1(COC([NH:11][C:12](=[C:17]2[CH2:22][CH2:21][CH:20]([C:23]([F:26])([F:25])[F:24])[CH2:19][CH2:18]2)[C:13]([O:15][CH3:16])=[O:14])=O)C=CC=CC=1.[H][H]. (3) Given the product [Si:10]([O:7][CH2:8][CH3:20])([O:17][CH2:18][CH3:19])([O:14][CH2:15][CH3:16])[O:11][CH2:12][CH3:13], predict the reactants needed to synthesize it. The reactants are: C[Si]([O:7][CH3:8])(OC)OC.C[Si:10]([O:17][CH2:18][CH3:19])([O:14][CH2:15][CH3:16])[O:11][CH2:12][CH3:13].[CH2:20]=C[Si](OC)(OC)OC. (4) Given the product [C:6]([C:5]1[CH:8]=[CH:9][C:2]([NH:1][C:20](=[O:21])[CH2:19][C:13]2[CH:18]=[CH:17][CH:16]=[CH:15][CH:14]=2)=[C:3]([N+:10]([O-:12])=[O:11])[CH:4]=1)#[N:7], predict the reactants needed to synthesize it. The reactants are: [NH2:1][C:2]1[CH:9]=[CH:8][C:5]([C:6]#[N:7])=[CH:4][C:3]=1[N+:10]([O-:12])=[O:11].[C:13]1([CH2:19][C:20](Cl)=[O:21])[CH:18]=[CH:17][CH:16]=[CH:15][CH:14]=1.[OH-].[Na+]. (5) Given the product [C:8]([O:7][C:1]1[CH:6]=[CH:5][CH:4]=[CH:3][CH:2]=1)(=[O:10])[CH3:9], predict the reactants needed to synthesize it. The reactants are: [C:1]1([OH:7])[CH:6]=[CH:5][CH:4]=[CH:3][CH:2]=1.[C:8](O)(=[O:10])[CH3:9].O.C1(C)C=CC(S(O)(=O)=O)=CC=1.C(N(CC)CC)C. (6) Given the product [C:35]([O:34][C:32]([N:9]1[CH2:10][CH2:11][C:12]([C:13]2[CH:18]=[CH:17][C:16]([O:19][CH2:20][CH2:21][O:22][C:23]3[C:28]([Cl:29])=[CH:27][C:26]([CH3:30])=[CH:25][C:24]=3[Cl:31])=[CH:15][CH:14]=2)=[C:7]([C:5]([OH:6])=[O:4])[CH2:8]1)=[O:33])([CH3:38])([CH3:36])[CH3:37], predict the reactants needed to synthesize it. The reactants are: [Li+].[OH-].C[O:4][C:5]([C:7]1[CH2:8][N:9]([C:32]([O:34][C:35]([CH3:38])([CH3:37])[CH3:36])=[O:33])[CH2:10][CH2:11][C:12]=1[C:13]1[CH:18]=[CH:17][C:16]([O:19][CH2:20][CH2:21][O:22][C:23]2[C:28]([Cl:29])=[CH:27][C:26]([CH3:30])=[CH:25][C:24]=2[Cl:31])=[CH:15][CH:14]=1)=[O:6].Cl. (7) The reactants are: [CH3:1][O:2][C:3]1[CH:11]=[CH:10][C:6]([C:7](O)=[O:8])=[CH:5][C:4]=1[N+:12]([O-:14])=[O:13].S(Cl)([Cl:17])=O. Given the product [CH3:1][O:2][C:3]1[CH:11]=[CH:10][C:6]([C:7]([Cl:17])=[O:8])=[CH:5][C:4]=1[N+:12]([O-:14])=[O:13], predict the reactants needed to synthesize it.